This data is from Reaction yield outcomes from USPTO patents with 853,638 reactions. The task is: Predict the reaction yield, written as a fraction of the theoretical maximum amount of product (1.0 means a 100% yield; for example, 0.34 means a 34% yield). (1) The reactants are [CH3:1][CH:2]([O:4][CH2:5][CH2:6][CH2:7][NH:8][CH2:9][C:10]1[S:14][C:13](B(O)O)=[CH:12][CH:11]=1)[CH3:3].Br[C:19]1[CH:20]=[C:21]2[C:25](=[C:26]([C:28]([NH2:30])=[O:29])[CH:27]=1)[NH:24][CH:23]=[C:22]2[CH:31]1[CH2:36][CH2:35][N:34]([S:37]([CH2:40][CH3:41])(=[O:39])=[O:38])[CH2:33][CH2:32]1.C([O-])([O-])=O.[K+].[K+]. The catalyst is C1C=CC([P]([Pd]([P](C2C=CC=CC=2)(C2C=CC=CC=2)C2C=CC=CC=2)([P](C2C=CC=CC=2)(C2C=CC=CC=2)C2C=CC=CC=2)[P](C2C=CC=CC=2)(C2C=CC=CC=2)C2C=CC=CC=2)(C2C=CC=CC=2)C2C=CC=CC=2)=CC=1. The product is [CH2:40]([S:37]([N:34]1[CH2:33][CH2:32][CH:31]([C:22]2[C:21]3[C:25](=[C:26]([C:28]([NH2:30])=[O:29])[CH:27]=[C:19]([C:13]4[S:14][C:10]([CH2:9][NH:8][CH2:7][CH2:6][CH2:5][O:4][CH:2]([CH3:3])[CH3:1])=[CH:11][CH:12]=4)[CH:20]=3)[NH:24][CH:23]=2)[CH2:36][CH2:35]1)(=[O:39])=[O:38])[CH3:41]. The yield is 0.0900. (2) The reactants are [N:1]1[C:6]([C:7]([OH:9])=[O:8])=[CH:5][CH:4]=[CH:3][C:2]=1[C:10]([OH:12])=[O:11].Cl.[H][H].[OH-].[Na+].C([O-])([O-])=O.[K+].[K+].[Cl:24][C:25]1[CH:30]=[CH:29][C:28]([S:31](Cl)(=[O:33])=[O:32])=[CH:27][CH:26]=1. The catalyst is O.O=[Pt]=O.C1COCC1. The product is [Cl:24][C:25]1[CH:30]=[CH:29][C:28]([S:31]([N:1]2[C@H:2]([C:10]([OH:12])=[O:11])[CH2:3][CH2:4][CH2:5][C@@H:6]2[C:7]([OH:9])=[O:8])(=[O:33])=[O:32])=[CH:27][CH:26]=1. The yield is 0.370.